Dataset: Forward reaction prediction with 1.9M reactions from USPTO patents (1976-2016). Task: Predict the product of the given reaction. (1) Given the reactants C(OC([N:8]([C:16]1[CH:21]=[CH:20][CH:19]=[CH:18][CH:17]=1)[C:9]1[N:14]=[CH:13][C:12](Br)=[CH:11][N:10]=1)=O)(C)(C)C.[CH3:22][NH:23][C:24]1[CH:29]=[CH:28][CH:27]=[C:26](C(F)(F)F)[CH:25]=1.[F:34]C(F)(F)C(O)=O, predict the reaction product. The product is: [F:34][C:27]1[CH:28]=[CH:29][C:24]([N:23]([CH3:22])[C:12]2[CH:13]=[N:14][C:9]([NH:8][C:16]3[CH:17]=[CH:18][CH:19]=[CH:20][CH:21]=3)=[N:10][CH:11]=2)=[CH:25][CH:26]=1. (2) The product is: [C:5]([O:4][NH:26][C:10](=[NH:9])[CH2:11][C:12]1([N:17]2[C:21]3=[N:22][CH:23]=[CH:24][CH:25]=[C:20]3[CH:19]=[CH:18]2)[CH2:13][CH2:14][CH2:15][CH2:16]1)(=[O:7])[CH3:6]. Given the reactants C([O:4][C:5](=[O:7])[CH3:6])(=O)C.O[NH:9][C:10](=[NH:26])[CH2:11][C:12]1([N:17]2[C:21]3=[N:22][CH:23]=[CH:24][CH:25]=[C:20]3[CH:19]=[CH:18]2)[CH2:16][CH2:15][CH2:14][CH2:13]1.C(OCC)(=O)C.C([O-])(O)=O.[Na+], predict the reaction product. (3) Given the reactants [CH3:1][O:2][C:3]1[CH:4]=[C:5]2[C:10](=[CH:11][C:12]=1[O:13][CH3:14])[C:9]1([CH2:19][CH2:18][C:17]([C:25]([O:27][CH2:28][CH3:29])=[O:26])([C:20]([O:22][CH2:23][CH3:24])=[O:21])[CH2:16][CH:15]1[CH:30]1[C:39]3[C:34](=[CH:35][C:36]([O:42][CH3:43])=[C:37]([O:40][CH3:41])[CH:38]=3)[CH2:33][CH2:32][N:31]1[CH2:44][CH3:45])[NH:8][CH2:7][CH2:6]2.C(N(C(C)C)CC)(C)C.[C:55](Br)(=[O:57])[CH3:56], predict the reaction product. The product is: [C:55]([N:8]1[CH2:7][CH2:6][C:5]2[C:10](=[CH:11][C:12]([O:13][CH3:14])=[C:3]([O:2][CH3:1])[CH:4]=2)[C:9]21[CH2:19][CH2:18][C:17]([C:20]([O:22][CH2:23][CH3:24])=[O:21])([C:25]([O:27][CH2:28][CH3:29])=[O:26])[CH2:16][CH:15]2[CH:30]1[C:39]2[C:34](=[CH:35][C:36]([O:42][CH3:43])=[C:37]([O:40][CH3:41])[CH:38]=2)[CH2:33][CH2:32][N:31]1[CH2:44][CH3:45])(=[O:57])[CH3:56]. (4) Given the reactants CC(C)([O-])C.[K+].[Cl:7][C:8]1[CH:9]=[CH:10][C:11]2[N:12]=[C:13]([NH2:23])[N:14]=[C:15](N3C=NC=N3)[C:16]=2[N:17]=1.[CH3:24][O:25][CH2:26][CH2:27][OH:28], predict the reaction product. The product is: [Cl:7][C:8]1[CH:9]=[CH:10][C:11]2[N:12]=[C:13]([NH2:23])[N:14]=[C:15]([O:28][CH2:27][CH2:26][O:25][CH3:24])[C:16]=2[N:17]=1. (5) Given the reactants [ClH:1].[NH2:2][CH2:3][CH2:4][S:5][S:6][CH2:7][CH2:8][NH2:9].[OH-:10].[Na+].[Cl:12][CH2:13][CH2:14][CH2:15][C:16](Cl)=[O:17], predict the reaction product. The product is: [S:5]([CH2:4][CH2:3][NH:2][C:13](=[O:10])[CH2:14][CH2:15][CH2:16][Cl:1])[S:6][CH2:7][CH2:8][NH:9][C:16](=[O:17])[CH2:15][CH2:14][CH2:13][Cl:12]. (6) Given the reactants [CH2:1]([S:3][C:4]1[CH:9]=[CH:8][C:7]([NH:10][C:11]([C:13]2[CH:14]=[C:15]([CH:27]=[CH:28][CH:29]=2)[CH2:16][S:17][CH2:18][CH2:19][C:20]([O:22]C(C)(C)C)=[O:21])=[O:12])=[C:6]([C:30]2[CH:35]=[C:34]([C:36](=[O:49])[NH:37][CH2:38][C:39]3[CH:44]=[CH:43][CH:42]=[C:41]([C:45]([F:48])([F:47])[F:46])[CH:40]=3)[CH:33]=[CH:32][N:31]=2)[CH:5]=1)[CH3:2].FC(F)(F)C(O)=O, predict the reaction product. The product is: [CH2:1]([S:3][C:4]1[CH:9]=[CH:8][C:7]([NH:10][C:11]([C:13]2[CH:14]=[C:15]([CH:27]=[CH:28][CH:29]=2)[CH2:16][S:17][CH2:18][CH2:19][C:20]([OH:22])=[O:21])=[O:12])=[C:6]([C:30]2[CH:35]=[C:34]([C:36](=[O:49])[NH:37][CH2:38][C:39]3[CH:44]=[CH:43][CH:42]=[C:41]([C:45]([F:47])([F:48])[F:46])[CH:40]=3)[CH:33]=[CH:32][N:31]=2)[CH:5]=1)[CH3:2]. (7) Given the reactants [Cl:1][C:2]1[C:3](Cl)=[N:4][CH:5]=[C:6]([CH:21]=1)[C:7]([NH:9][C:10]1[CH:15]=[CH:14][C:13]([O:16][C:17]([F:20])([F:19])[F:18])=[CH:12][CH:11]=1)=[O:8].[C:23]([O-])([O-])=O.[K+].[K+], predict the reaction product. The product is: [Cl:1][C:2]1[C:3]([CH3:23])=[N:4][CH:5]=[C:6]([CH:21]=1)[C:7]([NH:9][C:10]1[CH:15]=[CH:14][C:13]([O:16][C:17]([F:20])([F:19])[F:18])=[CH:12][CH:11]=1)=[O:8].